From a dataset of Full USPTO retrosynthesis dataset with 1.9M reactions from patents (1976-2016). Predict the reactants needed to synthesize the given product. (1) Given the product [N:1]1[CH:6]=[CH:5][C:4]([CH2:7][CH2:8][CH2:9][NH2:10])=[CH:3][CH:2]=1, predict the reactants needed to synthesize it. The reactants are: [N:1]1[CH:6]=[CH:5][C:4]([CH2:7][CH2:8][CH2:9][N:10]2C(=O)C3C(=CC=CC=3)C2=O)=[CH:3][CH:2]=1.O.NN. (2) Given the product [NH:1]1[C:2]2[CH:7]=[CH:6][CH:5]=[CH:4][C:3]=2[N:8]=[C:9]1[C@H:11]1[CH2:16][C@H:15]([NH:17][C:18]([NH:20][C:21]2[CH:26]=[CH:25][C:24]([C:27]#[N:28])=[CH:23][CH:22]=2)=[O:19])[CH2:14][CH2:13][N:12]1[CH3:29], predict the reactants needed to synthesize it. The reactants are: [NH2:1][C:2]1[CH:7]=[CH:6][CH:5]=[CH:4][C:3]=1[NH:8][C:9]([C@H:11]1[CH2:16][C@H:15]([NH:17][C:18]([NH:20][C:21]2[CH:26]=[CH:25][C:24]([C:27]#[N:28])=[CH:23][CH:22]=2)=[O:19])[CH2:14][CH2:13][N:12]1[C:29](OC(C)(C)C)=O)=O.C=O.C([BH3-])#N.[Na+].C1COCC1. (3) Given the product [Cl:1][CH2:2][C:3]1[O:8][C:7](=[O:9])[C:6]([CH3:11])([CH3:10])[N:5]=1, predict the reactants needed to synthesize it. The reactants are: [Cl:1][CH2:2][C:3]([NH:5][C:6]([CH3:11])([CH3:10])[C:7]([OH:9])=[O:8])=O.C(N(CC)CC)C.ClC(OCC)=O. (4) Given the product [CH:1]1([C:4]2[C:5]([O:15][CH2:16][CH:17]3[CH2:18][CH2:19][N:20]([CH2:29][C:30]([F:33])([F:32])[F:31])[CH2:21][CH2:22]3)=[CH:6][C:7]([F:14])=[C:8]([CH:13]=2)[C:9]([O:11][CH3:12])=[O:10])[CH2:3][CH2:2]1, predict the reactants needed to synthesize it. The reactants are: [CH:1]1([C:4]2[C:5]([O:15][CH2:16][CH:17]3[CH2:22][CH2:21][NH:20][CH2:19][CH2:18]3)=[CH:6][C:7]([F:14])=[C:8]([CH:13]=2)[C:9]([O:11][CH3:12])=[O:10])[CH2:3][CH2:2]1.FC(F)(F)S(O[CH2:29][C:30]([F:33])([F:32])[F:31])(=O)=O.CCN(C(C)C)C(C)C. (5) Given the product [CH2:15]([Si:14]([CH2:19][CH3:20])([CH2:17][CH3:18])[O:3][C:1](/[C:4](=[CH:12]/[CH3:13])/[CH2:5][CH2:6][C:7]([O:9][CH2:10][CH3:11])=[O:8])=[CH2:2])[CH3:16], predict the reactants needed to synthesize it. The reactants are: [C:1](/[C:4](=[CH:12]/[CH3:13])/[CH2:5][CH2:6][C:7]([O:9][CH2:10][CH3:11])=[O:8])(=[O:3])[CH3:2].[Si:14](OS(C(F)(F)F)(=O)=O)([CH2:19][CH3:20])([CH2:17][CH3:18])[CH2:15][CH3:16].CCN(CC)CC. (6) Given the product [F:44][C:41]([F:42])([F:43])[C@@H:40]([OH:45])[CH2:39][N:36]1[CH2:35][CH2:34][CH:33]([C:30]2[CH:31]=[CH:32][C:27]([NH:26][C:4]3[N:9]=[CH:8][C:7]4=[CH:10][CH:11]=[C:12]([C:13]5[CH:18]=[CH:17][CH:16]=[CH:15][C:14]=5[O:19][CH3:20])[N:6]4[N:5]=3)=[C:28]([O:46][CH3:47])[CH:29]=2)[CH2:38][CH2:37]1, predict the reactants needed to synthesize it. The reactants are: CS([C:4]1[N:9]=[CH:8][C:7]2=[CH:10][CH:11]=[C:12]([C:13]3[CH:18]=[CH:17][CH:16]=[CH:15][C:14]=3[O:19][CH3:20])[N:6]2[N:5]=1)=O.CS(O)(=O)=O.[NH2:26][C:27]1[CH:32]=[CH:31][C:30]([CH:33]2[CH2:38][CH2:37][N:36]([CH2:39][C@H:40]([OH:45])[C:41]([F:44])([F:43])[F:42])[CH2:35][CH2:34]2)=[CH:29][C:28]=1[O:46][CH3:47].FC(F)(F)C(O)=O.